Predict the product of the given reaction. From a dataset of Forward reaction prediction with 1.9M reactions from USPTO patents (1976-2016). Given the reactants C([O:8][C:9]1[CH:14]=[CH:13][C:12]([C:15]2[CH:16]=[N:17][C:18]([O:21][C@@H:22]3[CH:27]4[CH2:28][CH2:29][N:24]([CH2:25][CH2:26]4)[CH2:23]3)=[N:19][CH:20]=2)=[CH:11][C:10]=1[N+:30]([O-])=O)C1C=CC=CC=1, predict the reaction product. The product is: [NH2:30][C:10]1[CH:11]=[C:12]([C:15]2[CH:16]=[N:17][C:18]([O:21][C@@H:22]3[CH:27]4[CH2:26][CH2:25][N:24]([CH2:29][CH2:28]4)[CH2:23]3)=[N:19][CH:20]=2)[CH:13]=[CH:14][C:9]=1[OH:8].